From a dataset of Reaction yield outcomes from USPTO patents with 853,638 reactions. Predict the reaction yield, written as a fraction of the theoretical maximum amount of product (1.0 means a 100% yield; for example, 0.34 means a 34% yield). (1) The catalyst is C1COCC1. The reactants are [Mg].[CH:2]([C:5]1[CH:10]=[C:9]([CH:11]([CH3:13])[CH3:12])[CH:8]=[C:7]([CH:14]([CH3:16])[CH3:15])[C:6]=1Br)([CH3:4])[CH3:3].BrCCBr.[CH3:22][O:23][C:24]1[CH:29]=[CH:28][C:27]([O:30][CH3:31])=[CH:26][C:25]=1F.[Li]CCCC.[I:38]I. The product is [I:38][C:25]1[C:24]([O:23][CH3:22])=[CH:29][CH:28]=[C:27]([O:30][CH3:31])[C:26]=1[C:6]1[C:5]([CH:2]([CH3:4])[CH3:3])=[CH:10][C:9]([CH:11]([CH3:13])[CH3:12])=[CH:8][C:7]=1[CH:14]([CH3:16])[CH3:15]. The yield is 0.720. (2) The reactants are [CH2:1](C(CN)O)[C:2]1[CH:7]=[CH:6][CH:5]=[CH:4][CH:3]=1.[CH:12]([N:15](CC)C(C)C)(C)[CH3:13].[C:21]([O:24][CH2:25][C:26](Cl)=[O:27])(=[O:23])[CH3:22].C(OCC)(=[O:31])C. The catalyst is ClCCl. The product is [CH2:1]([N:15]([CH2:12][CH2:13][OH:31])[C:26]([CH2:25][O:24][C:21](=[O:23])[CH3:22])=[O:27])[C:2]1[CH:3]=[CH:4][CH:5]=[CH:6][CH:7]=1. The yield is 0.590. (3) The reactants are [NH2:1][C:2]1[CH:7]=[CH:6][C:5]([N:8]2[CH2:17][CH2:16][C:15]3[C:10](=[CH:11][CH:12]=[C:13]([O:18][CH3:19])[CH:14]=3)[CH:9]2[CH2:20][C:21]2[CH:26]=[CH:25][C:24]([O:27][CH2:28][C:29]3[CH:34]=[CH:33][CH:32]=[CH:31][CH:30]=3)=[CH:23][CH:22]=2)=[CH:4][CH:3]=1.[C:35](Cl)(=[O:37])[CH3:36]. The catalyst is C(Cl)Cl. The product is [C:35]([NH:1][C:2]1[CH:7]=[CH:6][C:5]([N:8]2[CH2:17][CH2:16][C:15]3[C:10](=[CH:11][CH:12]=[C:13]([O:18][CH3:19])[CH:14]=3)[CH:9]2[CH2:20][C:21]2[CH:26]=[CH:25][C:24]([O:27][CH2:28][C:29]3[CH:30]=[CH:31][CH:32]=[CH:33][CH:34]=3)=[CH:23][CH:22]=2)=[CH:4][CH:3]=1)(=[O:37])[CH3:36]. The yield is 0.870. (4) The reactants are [O-]P([O-])([O-])=O.[K+].[K+].[K+].[CH2:9]([NH2:16])[C:10]1[CH:15]=[CH:14][CH:13]=[CH:12][CH:11]=1.I[C:18]1[CH:19]=[C:20]([O:24][CH3:25])[CH:21]=[CH:22][CH:23]=1.C(O)CO. The catalyst is [Cu]I.CCCCCC.C(OCC)(=O)C.CC(O)C. The product is [CH3:25][O:24][C:20]1[CH:19]=[C:18]([NH:16][CH2:9][C:10]2[CH:15]=[CH:14][CH:13]=[CH:12][CH:11]=2)[CH:23]=[CH:22][CH:21]=1. The yield is 0.800.